Dataset: Catalyst prediction with 721,799 reactions and 888 catalyst types from USPTO. Task: Predict which catalyst facilitates the given reaction. (1) Reactant: [C:1]([C:3]1[C:4]([C:24]2[CH:29]=[CH:28][C:27]([CH3:30])=[CH:26][CH:25]=2)=[C:5]([C:14]([NH:16][C@H:17]([C:20]([O:22][CH3:23])=[O:21])[CH2:18]O)=[O:15])[C:6]([CH3:13])=[N:7][C:8]=1[CH2:9][CH:10]([CH3:12])[CH3:11])#[N:2].C(N(S(F)(F)F)CC)C.C(=O)([O-])[O-].[K+].[K+]. Product: [C:1]([C:3]1[C:4]([C:24]2[CH:25]=[CH:26][C:27]([CH3:30])=[CH:28][CH:29]=2)=[C:5]([C:14]2[O:15][CH2:18][CH:17]([C:20]([O:22][CH3:23])=[O:21])[N:16]=2)[C:6]([CH3:13])=[N:7][C:8]=1[CH2:9][CH:10]([CH3:11])[CH3:12])#[N:2]. The catalyst class is: 96. (2) Reactant: [ClH:1].C(OC(=O)[NH:8][CH2:9][C:10]1[CH:15]=[C:14]([Br:16])[CH:13]=[CH:12][C:11]=1[S:17]([CH2:20][CH3:21])(=[O:19])=[O:18])(C)(C)C. Product: [ClH:1].[Br:16][C:14]1[CH:13]=[CH:12][C:11]([S:17]([CH2:20][CH3:21])(=[O:19])=[O:18])=[C:10]([CH2:9][NH2:8])[CH:15]=1. The catalyst class is: 13.